From a dataset of Reaction yield outcomes from USPTO patents with 853,638 reactions. Predict the reaction yield, written as a fraction of the theoretical maximum amount of product (1.0 means a 100% yield; for example, 0.34 means a 34% yield). The reactants are [CH2:1]([C:8]1[C:9]([O:29][C:30]2[CH:35]=[CH:34][C:33]([F:36])=[CH:32][C:31]=2[CH:37](Cl)[CH3:38])=[N:10][C:11]2[C:16]([CH:17]=1)=[CH:15][C:14]([N:18]1[CH:22]=[C:21]([C:23]3[CH:28]=[CH:27][CH:26]=[CH:25][CH:24]=3)[N:20]=[N:19]1)=[CH:13][CH:12]=2)[C:2]1[CH:7]=[CH:6][CH:5]=[CH:4][CH:3]=1.[NH:40]1[CH:44]=[CH:43][N:42]=[CH:41]1.C(N(CC)CC)C. The catalyst is C(#N)C. The product is [CH2:1]([C:8]1[C:9]([O:29][C:30]2[CH:35]=[CH:34][C:33]([F:36])=[CH:32][C:31]=2[CH:37]([N:40]2[CH:44]=[CH:43][N:42]=[CH:41]2)[CH3:38])=[N:10][C:11]2[C:16]([CH:17]=1)=[CH:15][C:14]([N:18]1[CH:22]=[C:21]([C:23]3[CH:28]=[CH:27][CH:26]=[CH:25][CH:24]=3)[N:20]=[N:19]1)=[CH:13][CH:12]=2)[C:2]1[CH:7]=[CH:6][CH:5]=[CH:4][CH:3]=1. The yield is 0.600.